This data is from NCI-60 drug combinations with 297,098 pairs across 59 cell lines. The task is: Regression. Given two drug SMILES strings and cell line genomic features, predict the synergy score measuring deviation from expected non-interaction effect. (1) Drug 1: C1CCN(CC1)CCOC2=CC=C(C=C2)C(=O)C3=C(SC4=C3C=CC(=C4)O)C5=CC=C(C=C5)O. Drug 2: C1=NC(=NC(=O)N1C2C(C(C(O2)CO)O)O)N. Cell line: NCI-H322M. Synergy scores: CSS=8.86, Synergy_ZIP=2.89, Synergy_Bliss=7.40, Synergy_Loewe=-0.677, Synergy_HSA=4.73. (2) Drug 1: CCC1=C2CN3C(=CC4=C(C3=O)COC(=O)C4(CC)O)C2=NC5=C1C=C(C=C5)O. Drug 2: CCC1(C2=C(COC1=O)C(=O)N3CC4=CC5=C(C=CC(=C5CN(C)C)O)N=C4C3=C2)O.Cl. Cell line: K-562. Synergy scores: CSS=66.1, Synergy_ZIP=2.81, Synergy_Bliss=2.02, Synergy_Loewe=-6.30, Synergy_HSA=7.70. (3) Drug 1: COC1=C(C=C2C(=C1)N=CN=C2NC3=CC(=C(C=C3)F)Cl)OCCCN4CCOCC4. Drug 2: CC1=C(C(CCC1)(C)C)C=CC(=CC=CC(=CC(=O)O)C)C. Cell line: T-47D. Synergy scores: CSS=32.1, Synergy_ZIP=-4.72, Synergy_Bliss=2.25, Synergy_Loewe=6.09, Synergy_HSA=6.69. (4) Drug 1: CC1=CC=C(C=C1)C2=CC(=NN2C3=CC=C(C=C3)S(=O)(=O)N)C(F)(F)F. Drug 2: CS(=O)(=O)CCNCC1=CC=C(O1)C2=CC3=C(C=C2)N=CN=C3NC4=CC(=C(C=C4)OCC5=CC(=CC=C5)F)Cl. Cell line: OVCAR3. Synergy scores: CSS=13.5, Synergy_ZIP=2.03, Synergy_Bliss=2.01, Synergy_Loewe=-11.5, Synergy_HSA=-4.09. (5) Drug 1: CC1=C2C(C(=O)C3(C(CC4C(C3C(C(C2(C)C)(CC1OC(=O)C(C(C5=CC=CC=C5)NC(=O)OC(C)(C)C)O)O)OC(=O)C6=CC=CC=C6)(CO4)OC(=O)C)OC)C)OC. Drug 2: COCCOC1=C(C=C2C(=C1)C(=NC=N2)NC3=CC=CC(=C3)C#C)OCCOC.Cl. Cell line: TK-10. Synergy scores: CSS=57.4, Synergy_ZIP=3.26, Synergy_Bliss=3.78, Synergy_Loewe=8.55, Synergy_HSA=10.3. (6) Drug 1: C(=O)(N)NO. Drug 2: C1=NC2=C(N=C(N=C2N1C3C(C(C(O3)CO)O)F)Cl)N. Cell line: MDA-MB-435. Synergy scores: CSS=1.99, Synergy_ZIP=-1.87, Synergy_Bliss=-0.125, Synergy_Loewe=-11.4, Synergy_HSA=-1.69. (7) Drug 1: CC(C1=C(C=CC(=C1Cl)F)Cl)OC2=C(N=CC(=C2)C3=CN(N=C3)C4CCNCC4)N. Drug 2: C(CC(=O)O)C(=O)CN.Cl. Cell line: NCI-H460. Synergy scores: CSS=10.9, Synergy_ZIP=-3.07, Synergy_Bliss=0.833, Synergy_Loewe=-2.49, Synergy_HSA=1.43.